Dataset: NCI-60 drug combinations with 297,098 pairs across 59 cell lines. Task: Regression. Given two drug SMILES strings and cell line genomic features, predict the synergy score measuring deviation from expected non-interaction effect. (1) Drug 1: CC1C(C(=O)NC(C(=O)N2CCCC2C(=O)N(CC(=O)N(C(C(=O)O1)C(C)C)C)C)C(C)C)NC(=O)C3=C4C(=C(C=C3)C)OC5=C(C(=O)C(=C(C5=N4)C(=O)NC6C(OC(=O)C(N(C(=O)CN(C(=O)C7CCCN7C(=O)C(NC6=O)C(C)C)C)C)C(C)C)C)N)C. Drug 2: C1CC(C1)(C(=O)O)C(=O)O.[NH2-].[NH2-].[Pt+2]. Cell line: RXF 393. Synergy scores: CSS=3.64, Synergy_ZIP=-2.13, Synergy_Bliss=-2.86, Synergy_Loewe=-5.98, Synergy_HSA=-0.360. (2) Drug 1: C1=CN(C(=O)N=C1N)C2C(C(C(O2)CO)O)O.Cl. Drug 2: CC(C)CN1C=NC2=C1C3=CC=CC=C3N=C2N. Cell line: SN12C. Synergy scores: CSS=16.6, Synergy_ZIP=-6.52, Synergy_Bliss=3.78, Synergy_Loewe=1.22, Synergy_HSA=3.68. (3) Drug 1: C(=O)(N)NO. Drug 2: C(CCl)NC(=O)N(CCCl)N=O. Cell line: OVCAR-5. Synergy scores: CSS=5.34, Synergy_ZIP=-1.09, Synergy_Bliss=1.06, Synergy_Loewe=-0.137, Synergy_HSA=0.582. (4) Drug 1: CC1C(C(CC(O1)OC2CC(CC3=C2C(=C4C(=C3O)C(=O)C5=C(C4=O)C(=CC=C5)OC)O)(C(=O)CO)O)N)O.Cl. Drug 2: CN(C(=O)NC(C=O)C(C(C(CO)O)O)O)N=O. Cell line: MOLT-4. Synergy scores: CSS=1.16, Synergy_ZIP=-0.465, Synergy_Bliss=0.535, Synergy_Loewe=-1.23, Synergy_HSA=-1.19. (5) Drug 1: C1CCC(CC1)NC(=O)N(CCCl)N=O. Drug 2: C1=NC2=C(N=C(N=C2N1C3C(C(C(O3)CO)O)F)Cl)N. Cell line: HOP-92. Synergy scores: CSS=50.4, Synergy_ZIP=-2.46, Synergy_Bliss=-0.955, Synergy_Loewe=1.15, Synergy_HSA=3.65. (6) Drug 1: CNC(=O)C1=CC=CC=C1SC2=CC3=C(C=C2)C(=NN3)C=CC4=CC=CC=N4. Drug 2: C1CN(P(=O)(OC1)NCCCl)CCCl. Cell line: ACHN. Synergy scores: CSS=1.75, Synergy_ZIP=-2.24, Synergy_Bliss=-3.46, Synergy_Loewe=-8.31, Synergy_HSA=-4.29.